This data is from Full USPTO retrosynthesis dataset with 1.9M reactions from patents (1976-2016). The task is: Predict the reactants needed to synthesize the given product. (1) Given the product [F:31][C:2]([F:30])([F:1])[CH2:3][NH:4][C:5]([C:7]1([CH2:20][CH2:21][CH2:22][CH2:23][N:24]2[CH2:25][CH2:26][N:27]([C:39](=[O:40])[CH2:38][C:35]3[CH:36]=[CH:37][N:32]=[CH:33][CH:34]=3)[CH2:28][CH2:29]2)[C:8]2[CH:9]=[CH:10][CH:11]=[CH:12][C:13]=2[C:14]2[C:19]1=[CH:18][CH:17]=[CH:16][CH:15]=2)=[O:6], predict the reactants needed to synthesize it. The reactants are: [F:1][C:2]([F:31])([F:30])[CH2:3][NH:4][C:5]([C:7]1([CH2:20][CH2:21][CH2:22][CH2:23][N:24]2[CH2:29][CH2:28][NH:27][CH2:26][CH2:25]2)[C:19]2[CH:18]=[CH:17][CH:16]=[CH:15][C:14]=2[C:13]2[C:8]1=[CH:9][CH:10]=[CH:11][CH:12]=2)=[O:6].[N:32]1[CH:37]=[CH:36][C:35]([CH2:38][C:39](O)=[O:40])=[CH:34][CH:33]=1. (2) Given the product [Cl:9][C:10]1[CH:11]=[CH:12][CH:13]=[C:14]2[C:19]=1[N:18]=[C:17]([O:8][CH2:3][C:4]([F:7])([F:6])[F:5])[CH:16]=[C:15]2[OH:25], predict the reactants needed to synthesize it. The reactants are: [H-].[Na+].[CH2:3]([OH:8])[C:4]([F:7])([F:6])[F:5].[Cl:9][C:10]1[CH:11]=[CH:12][CH:13]=[C:14]2[C:19]=1[N:18]=[C:17](S(CC)(=O)=O)[CH:16]=[C:15]2[O:25]CC1C=CC(OC)=CC=1.N1C2C(=CC=CC=2)C=CC=1. (3) Given the product [CH2:16]([O:15][C:12]1[CH:13]=[CH:14][C:9]([C:5]2[N:4]=[C:3]([C:22]#[N:23])[C:2]3[N:1]=[C:26]([CH2:25][Cl:24])[NH:8][C:7]=3[CH:6]=2)=[CH:10][C:11]=1[C:18]([F:21])([F:19])[F:20])[CH3:17], predict the reactants needed to synthesize it. The reactants are: [NH2:1][C:2]1[C:3]([C:22]#[N:23])=[N:4][C:5]([C:9]2[CH:14]=[CH:13][C:12]([O:15][CH2:16][CH3:17])=[C:11]([C:18]([F:21])([F:20])[F:19])[CH:10]=2)=[CH:6][C:7]=1[NH2:8].[Cl:24][CH2:25][C:26](OCC)(OCC)OCC. (4) Given the product [Br:1][C:2]1[CH:3]=[N:4][N:5]2[CH:10]=[C:9]([C:16]3[CH:15]=[N:14][N:13]([CH3:12])[CH:17]=3)[CH:8]=[N:7][C:6]=12, predict the reactants needed to synthesize it. The reactants are: [Br:1][C:2]1[CH:3]=[N:4][N:5]2[CH:10]=[C:9](Br)[CH:8]=[N:7][C:6]=12.[CH3:12][N:13]1[CH:17]=[C:16](B2OC(C)(C)C(C)(C)O2)[CH:15]=[N:14]1.O1CCOCC1.C([O-])([O-])=O.[Na+].[Na+].